Dataset: Full USPTO retrosynthesis dataset with 1.9M reactions from patents (1976-2016). Task: Predict the reactants needed to synthesize the given product. (1) Given the product [F:1][C:2]1[CH:7]=[C:6]([CH2:8][N:9]2[CH2:10][CH2:11][CH2:12][CH2:13]2)[CH:5]=[CH:4][C:3]=1[CH2:14][CH2:15][NH:16][C:30]([C:27]1[CH:26]=[CH:25][C:24]([C:21]2[CH:22]=[CH:23][C:18]([Cl:17])=[CH:19][CH:20]=2)=[CH:29][CH:28]=1)=[O:31], predict the reactants needed to synthesize it. The reactants are: [F:1][C:2]1[CH:7]=[C:6]([CH2:8][N:9]2[CH2:13][CH2:12][CH2:11][CH2:10]2)[CH:5]=[CH:4][C:3]=1[CH2:14][CH2:15][NH2:16].[Cl:17][C:18]1[CH:23]=[CH:22][C:21]([C:24]2[CH:29]=[CH:28][C:27]([C:30](O)=[O:31])=[CH:26][CH:25]=2)=[CH:20][CH:19]=1. (2) The reactants are: Br[C:2]1[C:7]2[N:8]=[CH:9][O:10][C:6]=2[C:5](Br)=[CH:4][CH:3]=1.[C:12]([C:14]1[N:15]=[C:16]([C@@H:19]2[CH2:23][CH2:22][CH2:21][N:20]2[C:24]([C@@H:26]([NH:30][C:31](=[O:34])[O:32][CH3:33])[CH:27]([CH3:29])[CH3:28])=[O:25])[NH:17][CH:18]=1)#[CH:13]. Given the product [CH3:33][O:32][C:31]([NH:30][C@@H:26]([CH:27]([CH3:29])[CH3:28])[C:24]([N:20]1[CH2:21][CH2:22][CH2:23][C@H:19]1[C:16]1[NH:17][CH:18]=[C:14]([C:12]#[C:13][C:2]2[C:7]3[N:8]=[CH:9][O:10][C:6]=3[C:5]([C:13]#[C:12][C:14]3[N:15]=[C:16]([C@@H:19]4[CH2:23][CH2:22][CH2:21][N:20]4[C:24]([C@@H:26]([NH:30][C:31](=[O:34])[O:32][CH3:33])[CH:27]([CH3:29])[CH3:28])=[O:25])[NH:17][CH:18]=3)=[CH:4][CH:3]=2)[N:15]=1)=[O:25])=[O:34], predict the reactants needed to synthesize it. (3) The reactants are: [Cl:1][C:2]1[CH:10]=[CH:9][CH:8]=[C:7]([CH:11]2[CH2:13][CH2:12]2)[C:3]=1[C:4](O)=[O:5].C(Cl)(=O)C([Cl:17])=O. Given the product [Cl:1][C:2]1[CH:10]=[CH:9][CH:8]=[C:7]([CH:11]2[CH2:13][CH2:12]2)[C:3]=1[C:4]([Cl:17])=[O:5], predict the reactants needed to synthesize it.